This data is from CYP3A4 inhibition data for predicting drug metabolism from PubChem BioAssay. The task is: Regression/Classification. Given a drug SMILES string, predict its absorption, distribution, metabolism, or excretion properties. Task type varies by dataset: regression for continuous measurements (e.g., permeability, clearance, half-life) or binary classification for categorical outcomes (e.g., BBB penetration, CYP inhibition). Dataset: cyp3a4_veith. (1) The drug is COc1cccc(-c2ccc3ncnc(NCc4cnc(C)cn4)c3c2)c1. The result is 1 (inhibitor). (2) The molecule is COc1cccc2c1C(=O)c1c(O)c3c(c(O)c1C2=O)C[C@@](O)(C(=O)CO)C[C@H]3O[C@H]1C[C@@H](N)[C@H](O)[C@@H](C)O1.[W]. The result is 0 (non-inhibitor). (3) The compound is Cc1noc(NS(=O)(=O)c2ccc(NC(=O)CC34CC5CC(CC(Br)(C5)C3)C4)cc2)c1C. The result is 1 (inhibitor). (4) The molecule is COc1ccc(CNC(=O)/C=C/c2ccc(OCCCF)cc2)cc1. The result is 1 (inhibitor). (5) The molecule is COc1cccc(OC)c1/C(O)=C(\C#N)c1nc2ccccc2[nH]1. The result is 1 (inhibitor). (6) The compound is Cc1cc(C(=O)C(=O)NC(C)C)c(C)n1-c1ccc([N+](=O)[O-])cc1. The result is 0 (non-inhibitor). (7) The molecule is CCCn1c(Sc2nc3c(c(=O)[nH]c(=O)n3C)n2CCC)nc2c1c(=O)[nH]c(=O)n2C. The result is 0 (non-inhibitor). (8) The compound is Nc1nc(=S)[nH]c2c1C1(CCCC1)Cc1ccccc1-2. The result is 1 (inhibitor). (9) The result is 0 (non-inhibitor). The drug is O=C(O)C1C2C=CC3(CN(Cc4ccccn4)C(=O)C13)O2. (10) The molecule is CCN(CC)c1ccc2c(c1)OC(N)=C(C#N)C2c1cccnc1. The result is 1 (inhibitor).